From a dataset of Forward reaction prediction with 1.9M reactions from USPTO patents (1976-2016). Predict the product of the given reaction. (1) The product is: [C:7]([O:11][C:12]([NH:14][C:15]1[CH:16]=[C:17]2[C:22](=[CH:23][CH:24]=1)[N:21]([C:1](=[O:5])[CH2:2][CH2:3][CH3:4])[C:20]([CH3:26])([CH3:25])[CH:19]=[C:18]2[CH3:27])=[O:13])([CH3:10])([CH3:8])[CH3:9]. Given the reactants [C:1](Cl)(=[O:5])[CH2:2][CH2:3][CH3:4].[C:7]([O:11][C:12]([NH:14][C:15]1[CH:16]=[C:17]2[C:22](=[CH:23][CH:24]=1)[NH:21][C:20]([CH3:26])([CH3:25])[CH:19]=[C:18]2[CH3:27])=[O:13])([CH3:10])([CH3:9])[CH3:8], predict the reaction product. (2) Given the reactants [Cl:1][C:2]1[C:3]([NH:26][C:27]2[CH:32]=[CH:31][CH:30]=[CH:29][C:28]=2[S:33]([CH:36]([CH3:38])[CH3:37])(=[O:35])=[O:34])=[N:4][C:5]([NH:8][C:9]2[CH:14]=[C:13]([CH3:15])[C:12]([CH:16]3[CH2:21][CH2:20][NH:19][CH2:18][CH2:17]3)=[CH:11][C:10]=2[O:22][CH:23]([CH3:25])[CH3:24])=[N:6][CH:7]=1.Cl.[NH:40]1[CH2:44][CH2:43][CH2:42][C@H:41]1[C:45](Cl)=[O:46], predict the reaction product. The product is: [Cl:1][C:2]1[C:3]([NH:26][C:27]2[CH:32]=[CH:31][CH:30]=[CH:29][C:28]=2[S:33]([CH:36]([CH3:38])[CH3:37])(=[O:35])=[O:34])=[N:4][C:5]([NH:8][C:9]2[C:10]([O:22][CH:23]([CH3:25])[CH3:24])=[CH:11][C:12]([CH:16]3[CH2:21][CH2:20][N:19]([C:45]([C@@H:41]4[CH2:42][CH2:43][CH2:44][NH:40]4)=[O:46])[CH2:18][CH2:17]3)=[C:13]([CH3:15])[CH:14]=2)=[N:6][CH:7]=1. (3) Given the reactants [CH3:1][C:2]1([C:7]2[N:8]=[C:9]([CH2:12][N:13]3[CH:17]=[CH:16][C:15]([NH2:18])=[N:14]3)[S:10][CH:11]=2)[O:6]CCO1.[F:19][C:20]1[CH:21]=[C:22]([C:26]2[O:30][CH:29]=[N:28][C:27]=2[C:31](O)=[O:32])[CH:23]=[CH:24][CH:25]=1, predict the reaction product. The product is: [C:2]([C:7]1[N:8]=[C:9]([CH2:12][N:13]2[CH:17]=[CH:16][C:15]([NH:18][C:31]([C:27]3[N:28]=[CH:29][O:30][C:26]=3[C:22]3[CH:23]=[CH:24][CH:25]=[C:20]([F:19])[CH:21]=3)=[O:32])=[N:14]2)[S:10][CH:11]=1)(=[O:6])[CH3:1].